From a dataset of Retrosynthesis with 50K atom-mapped reactions and 10 reaction types from USPTO. Predict the reactants needed to synthesize the given product. (1) Given the product CC(O[Si](C)(C)C(C)(C)C)c1ncc2ccc(/C=C/C(C)(C)C(=O)O)cc2n1, predict the reactants needed to synthesize it. The reactants are: COC(=O)C(C)(C)/C=C/c1ccc2cnc(C(C)O[Si](C)(C)C(C)(C)C)nc2c1. (2) Given the product c1ccc(-c2ncc(-c3c4ccccc4c(-c4ccc5ccc6ccccc6c5c4)c4ccccc34)cn2)nc1, predict the reactants needed to synthesize it. The reactants are: Brc1c2ccccc2c(-c2cnc(-c3ccccn3)nc2)c2ccccc12.OB(O)c1ccc2ccc3ccccc3c2c1. (3) The reactants are: CCOC(=O)Cc1nnc(CC)s1. Given the product CCc1nnc(CC(=O)O)s1, predict the reactants needed to synthesize it. (4) Given the product COc1ccc(-c2noc3c(O)c(C(=O)NCC(=O)O)nc(C#N)c23)cc1, predict the reactants needed to synthesize it. The reactants are: CCOC(=O)c1nc(C#N)c2c(-c3ccc(OC)cc3)noc2c1O.NCC(=O)O. (5) Given the product COCN1C(=O)CCN(c2ccccc2)c2ccc(OC)cc21, predict the reactants needed to synthesize it. The reactants are: COCCl.COc1ccc2c(c1)NC(=O)CCN2c1ccccc1. (6) Given the product COC(=O)C1CNCc2ccc(OC)cc21, predict the reactants needed to synthesize it. The reactants are: COC(=O)C1CN=Cc2ccc(OC)cc21.